From a dataset of Peptide-MHC class I binding affinity with 185,985 pairs from IEDB/IMGT. Regression. Given a peptide amino acid sequence and an MHC pseudo amino acid sequence, predict their binding affinity value. This is MHC class I binding data. (1) The peptide sequence is KAVRLIKFLY. The MHC is HLA-A26:01 with pseudo-sequence HLA-A26:01. The binding affinity (normalized) is 0. (2) The peptide sequence is KMQRMLLEK. The MHC is HLA-B40:01 with pseudo-sequence HLA-B40:01. The binding affinity (normalized) is 0.0847. (3) The peptide sequence is RPQKRPSCI. The MHC is HLA-B51:01 with pseudo-sequence HLA-B51:01. The binding affinity (normalized) is 0. (4) The peptide sequence is GYVVSNFEGV. The MHC is HLA-A23:01 with pseudo-sequence HLA-A23:01. The binding affinity (normalized) is 0. (5) The peptide sequence is LVSECSKDF. The MHC is HLA-B07:02 with pseudo-sequence HLA-B07:02. The binding affinity (normalized) is 0.0847. (6) The peptide sequence is IMRNLTNLL. The MHC is HLA-A24:02 with pseudo-sequence HLA-A24:02. The binding affinity (normalized) is 0.0380. (7) The MHC is Mamu-B17 with pseudo-sequence Mamu-B17. The peptide sequence is YAVTGGAGF. The binding affinity (normalized) is 0.201.